Dataset: Experimentally validated miRNA-target interactions with 360,000+ pairs, plus equal number of negative samples. Task: Binary Classification. Given a miRNA mature sequence and a target amino acid sequence, predict their likelihood of interaction. (1) The miRNA is mmu-miR-27a-5p with sequence AGGGCUUAGCUGCUUGUGAGCA. The protein sequence of the target gene is MLLEEVRAGDRLSGAAARGDVQEVRRLLHRELVHPDALNRFGKTALQVMMFGSTAIALELLKQGASPNVQDTSGTSPVHDAARTGFLDTLKVLVEHGADVNVPDGTGALPIHLAVQEGHTAVVSFLAAESDLHRRDARGLTPLELALQRGAQDLVDILQGHMVAPL. Result: 0 (no interaction). (2) The miRNA is mmu-miR-24-3p with sequence UGGCUCAGUUCAGCAGGAACAG. The protein sequence of the target gene is MDGEDIPDFSSLKEETAYWKELSLKYKQSFQEARDELVEFQEGSRELEAELEAQLVQAEQRNRDLQADNQRLKYEVEALKEKLEHQYAQSYKQVSVLEDDLSQTRAIKEQLHKYVRELEQANDDLERAKRATIVSLEDFEQRLNQAIERNAFLESELDEKESLLVSVQRLKDEARDLRQELAVRERQQEVTRKSAPSSPTLDCEKMDSAVQASLSLPATPVGKGTENTFPSPKAIPNGFGTSPLTPSARISALNIVGDLLRKVGALESKLAACRNFAKDQASRKSYISGNVNCGVLNGNG.... Result: 0 (no interaction).